From a dataset of Full USPTO retrosynthesis dataset with 1.9M reactions from patents (1976-2016). Predict the reactants needed to synthesize the given product. Given the product [CH3:3][C:4]1[CH:5]=[C:6]([CH:20]=[CH:21][C:22]=1[CH3:23])[C:7]([CH:9]1[C:18](=[O:19])[C:17]2[C:12](=[CH:13][CH:14]=[CH:15][CH:16]=2)[N:11]([CH2:26][C:27]2[CH:32]=[CH:31][CH:30]=[CH:29][N:28]=2)[CH2:10]1)=[O:8], predict the reactants needed to synthesize it. The reactants are: [H-].[Na+].[CH3:3][C:4]1[CH:5]=[C:6]([CH:20]=[CH:21][C:22]=1[CH3:23])[C:7]([CH:9]1[C:18](=[O:19])[C:17]2[C:12](=[CH:13][CH:14]=[CH:15][CH:16]=2)[NH:11][CH2:10]1)=[O:8].Br.Br[CH2:26][C:27]1[CH:32]=[CH:31][CH:30]=[CH:29][N:28]=1.